This data is from Full USPTO retrosynthesis dataset with 1.9M reactions from patents (1976-2016). The task is: Predict the reactants needed to synthesize the given product. (1) Given the product [Cl:12][C:10]1[CH:11]=[C:2]([CH:23]=[O:24])[CH:3]=[C:4]2[C:9]=1[O:8][CH2:7][CH2:6][C:5]2([CH3:14])[CH3:13], predict the reactants needed to synthesize it. The reactants are: Br[C:2]1[CH:3]=[C:4]2[C:9](=[C:10]([Cl:12])[CH:11]=1)[O:8][CH2:7][CH2:6][C:5]2([CH3:14])[CH3:13].[Li]CCCC.CN([CH:23]=[O:24])C. (2) Given the product [Br:6][C:7]1[N:8]=[C:9]2[C:14](=[CH:15][CH:16]=1)[NH:13][C:12](=[O:17])[CH:11]=[C:10]2[NH:4][O:3][CH2:1][CH3:2], predict the reactants needed to synthesize it. The reactants are: [CH2:1]([O:3][NH2:4])[CH3:2].Cl.[Br:6][C:7]1[N:8]=[C:9]2[C:14](=[CH:15][CH:16]=1)[NH:13][C:12](=[O:17])[CH:11]=[C:10]2O.O.C(OCC)(=O)C. (3) Given the product [NH2:17][C:16](=[C:6]([C:1](=[O:5])[CH:2]([CH3:4])[CH3:3])[C:7]([O:9][CH3:10])=[O:8])[C:15]1[CH:18]=[CH:19][C:12]([F:11])=[CH:13][CH:14]=1, predict the reactants needed to synthesize it. The reactants are: [C:1]([CH2:6][C:7]([O:9][CH3:10])=[O:8])(=[O:5])[CH:2]([CH3:4])[CH3:3].[F:11][C:12]1[CH:19]=[CH:18][C:15]([C:16]#[N:17])=[CH:14][CH:13]=1.C1(C)C=CC=CC=1.[Sn](Cl)(Cl)(Cl)Cl. (4) Given the product [C:7]([C:6]1[CH:9]=[CH:10][C:3]2[N:4]([C:18]([S:21][C:22]3[CH:23]=[CH:24][C:25]4[N:26]([CH:28]=[C:29]([NH:31][C:32]([CH:34]5[CH2:36][CH2:35]5)=[O:33])[N:30]=4)[N:27]=3)=[N:2][N:1]=2)[CH:5]=1)#[N:8], predict the reactants needed to synthesize it. The reactants are: [NH:1]([C:3]1[CH:10]=[CH:9][C:6]([C:7]#[N:8])=[CH:5][N:4]=1)[NH2:2].BrC1C=CC2N([C:18]([S:21][C:22]3[CH:23]=[CH:24][C:25]4[N:26]([CH:28]=[C:29]([NH:31][C:32]([CH:34]5[CH2:36][CH2:35]5)=[O:33])[N:30]=4)[N:27]=3)=NN=2)C=1. (5) The reactants are: [C:1]([O:5][C:6]([N:8]1[CH2:12][C@@H:11]([C:13]2[CH:18]=[CH:17][CH:16]=[CH:15][CH:14]=2)[C@@H:10]([CH2:19][OH:20])[CH2:9]1)=[O:7])([CH3:4])([CH3:3])[CH3:2].C(N(CC)CC)C.[CH3:28][S:29](Cl)(=[O:31])=[O:30]. Given the product [C:1]([O:5][C:6]([N:8]1[CH2:12][C@@H:11]([C:13]2[CH:14]=[CH:15][CH:16]=[CH:17][CH:18]=2)[C@@H:10]([CH2:19][O:20][S:29]([CH3:28])(=[O:31])=[O:30])[CH2:9]1)=[O:7])([CH3:4])([CH3:3])[CH3:2], predict the reactants needed to synthesize it. (6) The reactants are: [Cl-].[NH2:2][C:3]([NH2:5])=[NH2+:4].[OH-].[Na+].[C:8](O[C:8]([O:10][C:11]([CH3:14])([CH3:13])[CH3:12])=[O:9])([O:10][C:11]([CH3:14])([CH3:13])[CH3:12])=[O:9]. Given the product [C:8]([NH:4][C:3]([NH2:5])=[NH:2])([O:10][C:11]([CH3:14])([CH3:13])[CH3:12])=[O:9], predict the reactants needed to synthesize it. (7) Given the product [C:1]([O:5][C:6]([N:8]1[CH2:13][CH2:12][CH:11]([CH:14]([OH:15])[CH3:16])[CH2:10][CH2:9]1)=[O:7])([CH3:4])([CH3:3])[CH3:2], predict the reactants needed to synthesize it. The reactants are: [C:1]([O:5][C:6]([N:8]1[CH2:13][CH2:12][CH:11]([CH:14]=[O:15])[CH2:10][CH2:9]1)=[O:7])([CH3:4])([CH3:3])[CH3:2].[CH3:16][Mg]Br. (8) Given the product [OH:26][C@@H:15]1[C@H:16]([OH:25])[C@@H:17]([N:19]2[CH:23]=[C:22]([CH3:24])[CH:21]=[N:20]2)[CH2:18][C@H:14]1[N:11]1[CH:10]=[N:9][C:8]2[C:12]1=[N:13][C:5]([NH:4][CH2:3][CH2:2][NH:1][S:42]([CH3:45])(=[O:44])=[O:43])=[N:6][C:7]=2[NH:27][CH2:28][CH:29]([C:36]1[CH:41]=[CH:40][CH:39]=[CH:38][CH:37]=1)[C:30]1[CH:31]=[CH:32][CH:33]=[CH:34][CH:35]=1, predict the reactants needed to synthesize it. The reactants are: [NH2:1][CH2:2][CH2:3][NH:4][C:5]1[N:13]=[C:12]2[C:8]([N:9]=[CH:10][N:11]2[C@@H:14]2[CH2:18][C@H:17]([N:19]3[CH:23]=[C:22]([CH3:24])[CH:21]=[N:20]3)[C@@H:16]([OH:25])[C@H:15]2[OH:26])=[C:7]([NH:27][CH2:28][CH:29]([C:36]2[CH:41]=[CH:40][CH:39]=[CH:38][CH:37]=2)[C:30]2[CH:35]=[CH:34][CH:33]=[CH:32][CH:31]=2)[N:6]=1.[S:42](Cl)([CH3:45])(=[O:44])=[O:43]. (9) The reactants are: [N:1]([CH:4]([C:6]1[C:11]([C:12]2[CH:17]=[CH:16][CH:15]=[CH:14][CH:13]=2)=[N:10][N:9]([CH2:18][CH:19]2[CH2:21][CH2:20]2)[C:8](=[O:22])[CH:7]=1)[CH3:5])=[N+]=[N-]. Given the product [NH2:1][CH:4]([C:6]1[C:11]([C:12]2[CH:17]=[CH:16][CH:15]=[CH:14][CH:13]=2)=[N:10][N:9]([CH2:18][CH:19]2[CH2:21][CH2:20]2)[C:8](=[O:22])[CH:7]=1)[CH3:5], predict the reactants needed to synthesize it. (10) Given the product [F:1][C:2]1[CH:3]=[CH:4][C:5]([N:8]2[CH:9]([C:23]3[CH:24]=[C:25]([NH2:30])[C:26]([NH2:27])=[CH:28][CH:29]=3)[CH2:10][CH2:11][CH:12]2[C:13]2[CH:14]=[C:15]([NH2:20])[C:16]([NH2:17])=[CH:18][CH:19]=2)=[CH:6][CH:7]=1, predict the reactants needed to synthesize it. The reactants are: [F:1][C:2]1[CH:7]=[CH:6][C:5]([N:8]2[CH:12]([C:13]3[CH:19]=[CH:18][C:16]([NH2:17])=[C:15]([N+:20]([O-])=O)[CH:14]=3)[CH2:11][CH2:10][CH:9]2[C:23]2[CH:29]=[CH:28][C:26]([NH2:27])=[C:25]([N+:30]([O-])=O)[CH:24]=2)=[CH:4][CH:3]=1.C1COCC1.